Dataset: Full USPTO retrosynthesis dataset with 1.9M reactions from patents (1976-2016). Task: Predict the reactants needed to synthesize the given product. (1) Given the product [OH:1][C:2]1([C:8]([O:10][CH3:11])=[O:9])[CH2:3][CH2:4][N:5]([C:19]([O:21][C:22]([CH3:25])([CH3:24])[CH3:23])=[O:20])[CH2:6][CH2:7]1, predict the reactants needed to synthesize it. The reactants are: [OH:1][C:2]1([C:8]([O:10][CH3:11])=[O:9])[CH2:7][CH2:6][NH:5][CH2:4][CH2:3]1.C(N(CC)CC)C.[C:19](O[C:19]([O:21][C:22]([CH3:25])([CH3:24])[CH3:23])=[O:20])([O:21][C:22]([CH3:25])([CH3:24])[CH3:23])=[O:20].CO. (2) Given the product [OH:16][C:17]1[CH:24]=[C:23]([OH:25])[CH:22]=[CH:21][C:18]=1[CH:19]=[N:14][NH:13][C:12]([NH:11][C:1]1[C:10]2[C:5](=[CH:6][CH:7]=[CH:8][CH:9]=2)[CH:4]=[CH:3][CH:2]=1)=[S:15], predict the reactants needed to synthesize it. The reactants are: [C:1]1([NH:11][C:12](=[S:15])[NH:13][NH2:14])[C:10]2[C:5](=[CH:6][CH:7]=[CH:8][CH:9]=2)[CH:4]=[CH:3][CH:2]=1.[OH:16][C:17]1[CH:24]=[C:23]([OH:25])[CH:22]=[CH:21][C:18]=1[CH:19]=O.S(NN)(C1C=CC(C)=CC=1)(=O)=O. (3) Given the product [C:12]1([CH:18]([O:27][Si:28]([CH:32]([CH3:34])[CH3:33])([CH:29]([CH3:31])[CH3:30])[CH:35]([CH3:36])[CH3:37])[CH2:19][CH2:20][CH2:21][CH2:22][CH2:23][C:24]([C:10]2[O:11][C:7]([C:2]3[CH:3]=[CH:4][CH:5]=[CH:6][N:1]=3)=[CH:8][N:9]=2)=[O:25])[CH:17]=[CH:16][CH:15]=[CH:14][CH:13]=1, predict the reactants needed to synthesize it. The reactants are: [N:1]1[CH:6]=[CH:5][CH:4]=[CH:3][C:2]=1[C:7]1[O:11][CH:10]=[N:9][CH:8]=1.[C:12]1([CH:18]([O:27][Si:28]([CH:35]([CH3:37])[CH3:36])([CH:32]([CH3:34])[CH3:33])[CH:29]([CH3:31])[CH3:30])[CH2:19][CH2:20][CH2:21][CH2:22][CH2:23][C:24](O)=[O:25])[CH:17]=[CH:16][CH:15]=[CH:14][CH:13]=1. (4) Given the product [CH3:27][N:29]([CH3:31])[CH:30]=[CH:2][C:1]([C:4]1[C:9](=[O:10])[C:8]([O:11][CH3:12])=[CH:7][N:6]([C:13]2[CH:18]=[CH:17][C:16]([N:19]3[CH:23]=[CH:22][CH:21]=[N:20]3)=[CH:15][C:14]=2[F:24])[N:5]=1)=[O:3], predict the reactants needed to synthesize it. The reactants are: [C:1]([C:4]1[C:9](=[O:10])[C:8]([O:11][CH3:12])=[CH:7][N:6]([C:13]2[CH:18]=[CH:17][C:16]([N:19]3[CH:23]=[CH:22][CH:21]=[N:20]3)=[CH:15][C:14]=2[F:24])[N:5]=1)(=[O:3])[CH3:2].CO[C:27](OC)([N:29]([CH3:31])[CH3:30])C. (5) The reactants are: Cl[C:2]1[CH:3]=[N:4][C:5]([C:8]([F:11])([F:10])[F:9])=[N:6][CH:7]=1.[C:12]([O:16][C:17]([N:19]1[CH2:24][CH2:23][NH:22][CH2:21][CH2:20]1)=[O:18])([CH3:15])([CH3:14])[CH3:13]. Given the product [C:12]([O:16][C:17]([N:19]1[CH2:24][CH2:23][N:22]([C:2]2[CH:3]=[N:4][C:5]([C:8]([F:11])([F:10])[F:9])=[N:6][CH:7]=2)[CH2:21][CH2:20]1)=[O:18])([CH3:15])([CH3:13])[CH3:14], predict the reactants needed to synthesize it.